From a dataset of Forward reaction prediction with 1.9M reactions from USPTO patents (1976-2016). Predict the product of the given reaction. Given the reactants [Cl:1][C:2]1[C:11]2[C:6](=[CH:7][CH:8]=[C:9]([S:12](Cl)(=[O:14])=[O:13])[CH:10]=2)[C:5]([Cl:16])=[CH:4][N:3]=1.[CH3:17][O:18][C:19](=[O:23])[C@@H:20]([CH3:22])[NH2:21].CCN(CC)CC, predict the reaction product. The product is: [CH3:17][O:18][C:19](=[O:23])[C@@H:20]([CH3:22])[NH:21][S:12]([C:9]1[CH:10]=[C:11]2[C:6]([C:5]([Cl:16])=[CH:4][N:3]=[C:2]2[Cl:1])=[CH:7][CH:8]=1)(=[O:14])=[O:13].